The task is: Predict the reactants needed to synthesize the given product.. This data is from Full USPTO retrosynthesis dataset with 1.9M reactions from patents (1976-2016). (1) Given the product [C:21]([O:25][C:26]([NH:28][CH2:29][CH2:30][C:31]([N:17]1[CH2:18][CH2:19][CH2:20][N:14]([S:11]([C:6]2[C:5]3[CH:4]=[CH:3][N:2]=[CH:1][C:10]=3[CH:9]=[CH:8][CH:7]=2)(=[O:12])=[O:13])[CH2:15][CH2:16]1)=[O:32])=[O:27])([CH3:24])([CH3:23])[CH3:22], predict the reactants needed to synthesize it. The reactants are: [CH:1]1[C:10]2[CH:9]=[CH:8][CH:7]=[C:6]([S:11]([N:14]3[CH2:20][CH2:19][CH2:18][NH:17][CH2:16][CH2:15]3)(=[O:13])=[O:12])[C:5]=2[CH:4]=[CH:3][N:2]=1.[C:21]([O:25][C:26]([NH:28][CH2:29][CH2:30][C:31](O)=[O:32])=[O:27])([CH3:24])([CH3:23])[CH3:22]. (2) The reactants are: S(Cl)(Cl)=O.[I:5][C:6]1[CH:7]=[C:8]([CH:12]=[CH:13][C:14]=1[CH3:15])[C:9]([OH:11])=O.C(N(C(C)C)CC)(C)C.[N:25]1([CH2:31][CH2:32][CH2:33][NH2:34])[CH2:30][CH2:29][O:28][CH2:27][CH2:26]1.[NH4+].[Cl-]. Given the product [I:5][C:6]1[CH:7]=[C:8]([CH:12]=[CH:13][C:14]=1[CH3:15])[C:9]([NH:34][CH2:33][CH2:32][CH2:31][N:25]1[CH2:30][CH2:29][O:28][CH2:27][CH2:26]1)=[O:11], predict the reactants needed to synthesize it. (3) The reactants are: [C:1]([C:5]1[C:6](=[O:24])[C:7](=[CH:15][C:16]2[CH:21]=[CH:20][C:19]([CH3:22])=[C:18]([CH3:23])[CH:17]=2)[CH:8]=[C:9]([C:11]([CH3:14])([CH3:13])[CH3:12])[CH:10]=1)([CH3:4])([CH3:3])[CH3:2].FC(F)(F)[C:27](O)=[O:28]. Given the product [C:11]([C:9]1[CH:10]=[C:5]([C:1]([CH3:2])([CH3:3])[CH3:4])[C:6]2[O:24][C:27](=[O:28])[CH:15]([C:16]3[CH:21]=[CH:20][C:19]([CH3:22])=[C:18]([CH3:23])[CH:17]=3)[C:7]=2[CH:8]=1)([CH3:14])([CH3:13])[CH3:12], predict the reactants needed to synthesize it.